Dataset: Full USPTO retrosynthesis dataset with 1.9M reactions from patents (1976-2016). Task: Predict the reactants needed to synthesize the given product. Given the product [Cl:28][C:9]1[N:8]=[C:7]([CH2:24][CH2:19][NH2:18])[C:6]2[C:11](=[CH:12][C:3]([C:2]([F:16])([F:15])[F:1])=[CH:4][CH:5]=2)[N:10]=1, predict the reactants needed to synthesize it. The reactants are: [F:1][C:2]([F:16])([F:15])[C:3]1[CH:12]=[C:11]2[C:6]([C:7](=O)[NH:8][C:9](=O)[NH:10]2)=[CH:5][CH:4]=1.C[N:18](C)[C:19]1[CH:24]=CC=CC=1.P(Cl)(Cl)([Cl:28])=O.